Dataset: Full USPTO retrosynthesis dataset with 1.9M reactions from patents (1976-2016). Task: Predict the reactants needed to synthesize the given product. (1) The reactants are: [F:1][C:2]([F:19])([F:18])[S:3]([NH:6][S:7]([C:10]1[CH:15]=[C:14]([Br:16])[CH:13]=[CH:12][C:11]=1Br)(=[O:9])=[O:8])(=[O:5])=[O:4].[Na].CN(C=O)C.[Na][Na]. Given the product [F:1][C:2]([F:19])([F:18])[S:3]([NH:6][S:7]([C:10]1[C:11]([C:11]2[C:10]([S:7]([NH:6][S:3]([C:2]([F:1])([F:18])[F:19])(=[O:4])=[O:5])(=[O:9])=[O:8])=[CH:15][C:14]([Br:16])=[CH:13][CH:12]=2)=[CH:12][CH:13]=[C:14]([Br:16])[CH:15]=1)(=[O:9])=[O:8])(=[O:5])=[O:4], predict the reactants needed to synthesize it. (2) Given the product [CH:35]1([NH:38][C:24]([C@@H:9]2[CH2:10][C:11](=[N:13][O:14][CH2:15][C:16]3[CH:17]=[CH:18][C:19]([O:22][CH3:23])=[CH:20][CH:21]=3)[CH2:12][N:8]2[C:6]([NH:27][CH2:30][CH2:31][CH2:32][CH2:33][CH3:34])=[O:7])=[O:26])[CH2:37][CH2:36]1, predict the reactants needed to synthesize it. The reactants are: C(O[C:6]([N:8]1[CH2:12][C:11](=[N:13][O:14][CH2:15][C:16]2[CH:21]=[CH:20][C:19]([O:22][CH3:23])=[CH:18][CH:17]=2)[CH2:10][C@H:9]1[C:24]([OH:26])=O)=[O:7])(C)(C)C.[N:27]([CH2:30][CH2:31][CH2:32][CH2:33][CH3:34])=C=O.[CH:35]1([NH2:38])[CH2:37][CH2:36]1. (3) The reactants are: [H-].[Na+].[CH3:3][O:4][N:5]([CH3:30])[C:6]([C:8]1[C:13]([NH:14][S:15]([C:18]2[CH:23]=[CH:22][C:21]([Cl:24])=[C:20]([C:25]([F:28])([F:27])[F:26])[CH:19]=2)(=[O:17])=[O:16])=[CH:12][C:11]([Cl:29])=[CH:10][N:9]=1)=[O:7].[CH3:31][O:32][CH2:33]Cl. Given the product [CH3:3][O:4][N:5]([CH3:30])[C:6]([C:8]1[C:13]([N:14]([CH2:31][O:32][CH3:33])[S:15]([C:18]2[CH:23]=[CH:22][C:21]([Cl:24])=[C:20]([C:25]([F:28])([F:27])[F:26])[CH:19]=2)(=[O:16])=[O:17])=[CH:12][C:11]([Cl:29])=[CH:10][N:9]=1)=[O:7], predict the reactants needed to synthesize it. (4) Given the product [CH3:1][O:2][C:3]1[C:8]([NH2:9])=[CH:7][C:6]([O:12][CH3:13])=[CH:5][C:4]=1[C:14]1[CH:19]=[CH:18][CH:17]=[CH:16][CH:15]=1, predict the reactants needed to synthesize it. The reactants are: [CH3:1][O:2][C:3]1[C:8]([N+:9]([O-])=O)=[CH:7][C:6]([O:12][CH3:13])=[CH:5][C:4]=1[C:14]1[CH:19]=[CH:18][CH:17]=[CH:16][CH:15]=1. (5) Given the product [OH:15][CH:12]1[CH2:13][CH2:14][N:9]([C:6]2[CH:7]=[CH:8][C:3]([C:19]3[N:28]=[C:27]([NH:29][CH2:30][C@H:31]4[O:36][CH2:35][CH2:34][N:33]([C:37]([O:39][C:40]([CH3:43])([CH3:42])[CH3:41])=[O:38])[CH2:32]4)[C:26]4[C:21](=[N:22][CH:23]=[CH:24][N:25]=4)[CH:20]=3)=[CH:4][CH:5]=2)[CH2:10][CH2:11]1, predict the reactants needed to synthesize it. The reactants are: C[Sn](C)(C)[C:3]1[CH:8]=[CH:7][C:6]([N:9]2[CH2:14][CH2:13][CH:12]([OH:15])[CH2:11][CH2:10]2)=[CH:5][CH:4]=1.Cl[C:19]1[N:28]=[C:27]([NH:29][CH2:30][C@H:31]2[O:36][CH2:35][CH2:34][N:33]([C:37]([O:39][C:40]([CH3:43])([CH3:42])[CH3:41])=[O:38])[CH2:32]2)[C:26]2[C:21](=[N:22][CH:23]=[CH:24][N:25]=2)[CH:20]=1. (6) Given the product [CH2:31]([N:25]1[CH2:26][C:6]([C:7]2[CH:8]=[CH:9][C:10]([Cl:13])=[CH:11][CH:12]=2)=[C:5]([C:4]([OH:3])=[O:14])[CH2:24]1)[C:32]1[CH:37]=[CH:36][CH:35]=[CH:34][CH:33]=1, predict the reactants needed to synthesize it. The reactants are: C([O:3][C:4](=[O:14])[C:5]#[C:6][C:7]1[CH:12]=[CH:11][C:10]([Cl:13])=[CH:9][CH:8]=1)C.FC(F)(F)C(O)=O.CO[CH2:24][N:25]([CH2:31][C:32]1[CH:37]=[CH:36][CH:35]=[CH:34][CH:33]=1)[CH2:26][Si](C)(C)C.[OH-].[Na+]. (7) Given the product [OH:26][C:10]1[C:9]2[C:14](=[N:15][CH:16]=[C:7]([CH:4]3[CH2:5][CH2:6][O:1][CH2:2][CH2:3]3)[CH:8]=2)[N:13]([CH3:17])[C:12](=[O:18])[C:11]=1[C:19]([NH:21][CH2:22][C:23]([OH:25])=[O:24])=[O:20], predict the reactants needed to synthesize it. The reactants are: [O:1]1[CH2:6][CH:5]=[C:4]([C:7]2[CH:8]=[C:9]3[C:14](=[N:15][CH:16]=2)[N:13]([CH3:17])[C:12](=[O:18])[C:11]([C:19]([NH:21][CH2:22][C:23]([OH:25])=[O:24])=[O:20])=[C:10]3[OH:26])[CH2:3][CH2:2]1.[OH-].[Na+].